This data is from Forward reaction prediction with 1.9M reactions from USPTO patents (1976-2016). The task is: Predict the product of the given reaction. (1) Given the reactants [F:1][C:2]1[CH:3]=[C:4]([N:20](C2C=CC=CC=2)[C:21]([C:23]2(C(N)=O)[CH2:25][CH2:24]2)=[O:22])[CH:5]=[CH:6][C:7]=1[O:8][C:9]1[C:18]2[C:13](=[CH:14][C:15](O)=[CH:16][CH:17]=2)[N:12]=[CH:11][CH:10]=1.CS([O:39][CH2:40][CH2:41][C:42]1([O:45][C:46](=[O:53])[C:47]2[CH:52]=[CH:51][CH:50]=[CH:49][CH:48]=2)[CH2:44][CH2:43]1)(=O)=O.[C:54]([O-:57])([O-])=O.[Cs+].[Cs+], predict the reaction product. The product is: [C:46]([O:45][C:42]1([CH2:41][CH2:40][O:39][C:15]2[CH:14]=[C:13]3[C:18]([C:9]([O:8][C:7]4[CH:6]=[CH:5][C:4]([NH:20][C:21]([C:23]5([C:54](=[O:57])[NH:12][C:13]6[CH:18]=[CH:17][CH:16]=[CH:15][CH:14]=6)[CH2:24][CH2:25]5)=[O:22])=[CH:3][C:2]=4[F:1])=[CH:10][CH:11]=[N:12]3)=[CH:17][CH:16]=2)[CH2:44][CH2:43]1)(=[O:53])[C:47]1[CH:52]=[CH:51][CH:50]=[CH:49][CH:48]=1. (2) Given the reactants Cl.[Cl:2][C:3]1[N:4]=[C:5]([C:9]2[CH:10]=[N:11][CH:12]=[CH:13][CH:14]=2)[S:6][C:7]=1[NH2:8].N1C=CC=CC=1.[CH3:21][CH:22]([CH2:26][S:27][CH3:28])[C:23](Cl)=[O:24].O, predict the reaction product. The product is: [Cl:2][C:3]1[N:4]=[C:5]([C:9]2[CH:10]=[N:11][CH:12]=[CH:13][CH:14]=2)[S:6][C:7]=1[NH:8][C:23](=[O:24])[CH:22]([CH3:21])[CH2:26][S:27][CH3:28]. (3) The product is: [Br:1][C:2]1[CH:3]=[N:4][C:5]([NH:8][NH:9][C:21](=[O:22])[CH2:20][C:16]2[CH:15]=[C:14]3[C:19](=[CH:18][CH:17]=2)[N:10]=[CH:11][CH:12]=[CH:13]3)=[N:6][CH:7]=1. Given the reactants [Br:1][C:2]1[CH:3]=[N:4][C:5]([NH:8][NH2:9])=[N:6][CH:7]=1.[N:10]1[C:19]2[C:14](=[CH:15][C:16]([CH2:20][C:21](O)=[O:22])=[CH:17][CH:18]=2)[CH:13]=[CH:12][CH:11]=1, predict the reaction product. (4) Given the reactants [N+:1]([C:4]1[CH:5]=[C:6]2[C:10](=[CH:11][CH:12]=1)[NH:9][N:8]=[C:7]2[C:13]([OH:15])=O)([O-:3])=[O:2].[NH2:16][C:17]1[CH:22]=[CH:21][C:20]([CH2:23][S:24]([NH:27][CH3:28])(=[O:26])=[O:25])=[CH:19][CH:18]=1, predict the reaction product. The product is: [CH3:28][NH:27][S:24]([CH2:23][C:20]1[CH:21]=[CH:22][C:17]([NH:16][C:13]([C:7]2[C:6]3[C:10](=[CH:11][CH:12]=[C:4]([N+:1]([O-:3])=[O:2])[CH:5]=3)[NH:9][N:8]=2)=[O:15])=[CH:18][CH:19]=1)(=[O:25])=[O:26]. (5) The product is: [CH3:31][O:32][C:33]1[CH:40]=[CH:39][C:36]([CH2:37][O:3][CH2:4][C:5]2[N:6]=[C:7]([C:10]3[NH:11][CH:12]=[C:13]4[C:18]=3[C:17](=[O:19])[N:16]([CH3:20])[C:15](=[O:21])[N:14]4[CH3:22])[S:8][CH:9]=2)=[CH:35][CH:34]=1. Given the reactants [H-].[Na+].[OH:3][CH2:4][C:5]1[N:6]=[C:7]([C:10]2[N:11](COCC[Si](C)(C)C)[CH:12]=[C:13]3[C:18]=2[C:17](=[O:19])[N:16]([CH3:20])[C:15](=[O:21])[N:14]3[CH3:22])[S:8][CH:9]=1.[CH3:31][O:32][C:33]1[CH:40]=[CH:39][C:36]([CH2:37]Cl)=[CH:35][CH:34]=1, predict the reaction product.